This data is from Full USPTO retrosynthesis dataset with 1.9M reactions from patents (1976-2016). The task is: Predict the reactants needed to synthesize the given product. Given the product [CH:21]1([CH:17]([OH:18])[C:16]2[CH:15]=[CH:14][C:13]([C:11]([N:7]3[CH2:8][CH2:9][CH2:10][N:4]([CH:1]([CH3:3])[CH3:2])[CH2:5][CH2:6]3)=[O:12])=[CH:20][CH:19]=2)[CH2:26][CH2:25][CH2:24][CH2:23][CH2:22]1, predict the reactants needed to synthesize it. The reactants are: [CH:1]([N:4]1[CH2:10][CH2:9][CH2:8][N:7]([C:11]([C:13]2[CH:20]=[CH:19][C:16]([CH:17]=[O:18])=[CH:15][CH:14]=2)=[O:12])[CH2:6][CH2:5]1)([CH3:3])[CH3:2].[CH:21]1([Mg]Cl)[CH2:26][CH2:25][CH2:24][CH2:23][CH2:22]1.